From a dataset of Catalyst prediction with 721,799 reactions and 888 catalyst types from USPTO. Predict which catalyst facilitates the given reaction. Reactant: [CH2:1]([N:3]([CH:29]1[CH2:34][CH2:33][O:32][CH2:31][CH2:30]1)[C:4]1[C:19]2[CH2:18][CH:17]=[CH:16][CH2:15][CH:14]([CH3:20])[C:13]3[CH:21]=[C:22]([CH3:27])[N:23]=[C:24]([O:25]C)[C:12]=3[CH2:11][NH:10][C:9](=[O:28])[C:8]=2[CH:7]=[CH:6][CH:5]=1)[CH3:2].FC(F)(F)C([O-])=O.Cl. Product: [CH2:1]([N:3]([CH:29]1[CH2:30][CH2:31][O:32][CH2:33][CH2:34]1)[C:4]1[C:19]2[CH2:18][CH:17]=[CH:16][CH2:15][CH:14]([CH3:20])[C:13]3[CH:21]=[C:22]([CH3:27])[NH:23][C:24](=[O:25])[C:12]=3[CH2:11][NH:10][C:9](=[O:28])[C:8]=2[CH:7]=[CH:6][CH:5]=1)[CH3:2]. The catalyst class is: 169.